From a dataset of Catalyst prediction with 721,799 reactions and 888 catalyst types from USPTO. Predict which catalyst facilitates the given reaction. Reactant: C([Si](C)(C)[O:6][CH2:7][CH2:8][NH:9][C:10]1[N:17]=[C:16]([O:18][C:19]2[CH:24]=[CH:23][C:22]([B:25]3[O:29]C(C)(C)[C:27](C)(C)[O:26]3)=[C:21](C=O)[CH:20]=2)[CH:15]=[CH:14][C:11]=1[C:12]#[N:13])(C)(C)C.[BH4-].[Na+].Cl. Product: [OH:29][B:25]1[C:22]2[CH:21]=[CH:20][C:19]([O:18][C:16]3[CH:15]=[CH:14][C:11]([C:12]#[N:13])=[C:10]([NH:9][CH2:8][CH2:7][OH:6])[N:17]=3)=[CH:24][C:23]=2[CH2:27][O:26]1. The catalyst class is: 5.